This data is from Forward reaction prediction with 1.9M reactions from USPTO patents (1976-2016). The task is: Predict the product of the given reaction. Given the reactants [CH:1]1([N:4]2[C:8]([CH:9]=O)=[CH:7][N:6]=[C:5]2[C:11]2[CH:16]=[C:15]([Cl:17])[N:14]=[C:13]([Cl:18])[CH:12]=2)[CH2:3][CH2:2]1.C([C:21](CC)(CC)[CH:22](P(O)(O)=O)[C:23]([O-:25])=[O:24])C.[CH2:34]1CCN2C(=NCCC2)C[CH2:35]1, predict the reaction product. The product is: [CH2:34]([O:25][C:23](=[O:24])[C:22]([CH3:21])=[CH:9][C:8]1[N:4]([CH:1]2[CH2:3][CH2:2]2)[C:5]([C:11]2[CH:16]=[C:15]([Cl:17])[N:14]=[C:13]([Cl:18])[CH:12]=2)=[N:6][CH:7]=1)[CH3:35].